Dataset: Full USPTO retrosynthesis dataset with 1.9M reactions from patents (1976-2016). Task: Predict the reactants needed to synthesize the given product. (1) Given the product [CH2:25]([N:32]([CH2:36][C:37]1[CH:42]=[CH:41][CH:40]=[CH:39][CH:38]=1)[CH2:33][CH2:34][O:16][C:15]([C:5]1[C:6](=[O:14])[C:7]2[C:12](=[CH:11][CH:10]=[C:9]([O:13][CH2:34][CH2:33][N:32]([CH2:25][C:26]3[CH:31]=[CH:30][CH:29]=[CH:28][CH:27]=3)[CH2:36][C:37]3[CH:42]=[CH:41][CH:40]=[CH:39][CH:38]=3)[CH:8]=2)[N:3]([CH2:1][CH3:2])[CH:4]=1)=[O:17])[C:26]1[CH:31]=[CH:30][CH:29]=[CH:28][CH:27]=1, predict the reactants needed to synthesize it. The reactants are: [CH2:1]([N:3]1[C:12]2[C:7](=[CH:8][C:9]([OH:13])=[CH:10][CH:11]=2)[C:6](=[O:14])[C:5]([C:15]([OH:17])=[O:16])=[CH:4]1)[CH3:2].C(=O)([O-])[O-].[K+].[K+].Cl.[CH2:25]([N:32]([CH2:36][C:37]1[CH:42]=[CH:41][CH:40]=[CH:39][CH:38]=1)[CH2:33][CH2:34]Cl)[C:26]1[CH:31]=[CH:30][CH:29]=[CH:28][CH:27]=1. (2) Given the product [CH3:3][CH:2]([O:4][C:5]1[CH:6]=[C:7]([CH:8]=[C:9]([O:11][C:12]2[CH:24]=[CH:23][C:15]3[C:16](=[O:22])[N:17]([CH3:21])[CH2:18][CH2:19][O:20][C:14]=3[CH:13]=2)[CH:10]=1)[C:25]([NH:27][C:28]1[CH:32]=[CH:31][NH:30][N:29]=1)=[O:26])[CH3:1], predict the reactants needed to synthesize it. The reactants are: [CH3:1][CH:2]([O:4][C:5]1[CH:6]=[C:7]([C:25]([NH:27][C:28]2[CH:32]=[CH:31][N:30](C(OC(C)(C)C)=O)[N:29]=2)=[O:26])[CH:8]=[C:9]([O:11][C:12]2[CH:24]=[CH:23][C:15]3[C:16](=[O:22])[N:17]([CH3:21])[CH2:18][CH2:19][O:20][C:14]=3[CH:13]=2)[CH:10]=1)[CH3:3]. (3) Given the product [CH3:1][NH:2][C:3]([C:5]1[N:6]([CH3:32])[C:7]([CH2:20][NH:21][S:22]([C:25]2[CH:26]=[CH:27][C:28]([CH3:31])=[CH:29][CH:30]=2)(=[O:23])=[O:24])=[CH:8][C:9](=[O:19])[C:10]=1[OH:11])=[O:4], predict the reactants needed to synthesize it. The reactants are: [CH3:1][NH:2][C:3]([C:5]1[N:6]([CH3:32])[C:7]([CH2:20][NH:21][S:22]([C:25]2[CH:30]=[CH:29][C:28]([CH3:31])=[CH:27][CH:26]=2)(=[O:24])=[O:23])=[CH:8][C:9](=[O:19])[C:10]=1[O:11]CC1C=CC=CC=1)=[O:4].C1(S(C(N)C2N(C)C(C(O)=O)=C(O)C(=O)C=2)(=O)=O)C=CC=CC=1. (4) Given the product [Br:8][C:6]1[CH:5]=[N:4][CH:3]=[C:2]([O:15][C:9]2[CH:14]=[CH:13][CH:12]=[CH:11][CH:10]=2)[CH:7]=1, predict the reactants needed to synthesize it. The reactants are: Br[C:2]1[CH:3]=[N:4][CH:5]=[C:6]([Br:8])[CH:7]=1.[C:9]1([OH:15])[CH:14]=[CH:13][CH:12]=[CH:11][CH:10]=1.C(=O)([O-])[O-].[K+].[K+].O. (5) Given the product [CH2:1]([N:8]1[C:16]([C:17]2[CH:18]=[C:19]([CH:20]=[CH:21][CH:22]=2)[O:34][C:35]2[CH:42]=[CH:41][CH:40]=[CH:39][C:36]=2[CH:37]=[O:38])=[C:15]2[C:10]([C:11]([C:24]([F:27])([F:26])[F:25])=[CH:12][CH:13]=[CH:14]2)=[N:9]1)[C:2]1[CH:7]=[CH:6][CH:5]=[CH:4][CH:3]=1, predict the reactants needed to synthesize it. The reactants are: [CH2:1]([N:8]1[C:16]([C:17]2[CH:22]=[CH:21][CH:20]=[C:19](Br)[CH:18]=2)=[C:15]2[C:10]([C:11]([C:24]([F:27])([F:26])[F:25])=[CH:12][CH:13]=[CH:14]2)=[N:9]1)[C:2]1[CH:7]=[CH:6][CH:5]=[CH:4][CH:3]=1.C(=O)([O-])[O-].[Cs+].[Cs+].[OH:34][C:35]1[CH:42]=[CH:41][CH:40]=[CH:39][C:36]=1[CH:37]=[O:38]. (6) Given the product [CH2:16]([N:8]([S:5]([N:4]([CH2:1][CH:2]=[CH2:3])[CH2:19][CH:20]=[O:21])(=[O:6])=[O:7])[C:9](=[O:10])[O:11][C:12]([CH3:15])([CH3:14])[CH3:13])[CH:17]=[CH2:18], predict the reactants needed to synthesize it. The reactants are: [CH2:1]([N:4]([CH2:19][C:20](OCC)=[O:21])[S:5]([N:8]([CH2:16][CH:17]=[CH2:18])[C:9]([O:11][C:12]([CH3:15])([CH3:14])[CH3:13])=[O:10])(=[O:7])=[O:6])[CH:2]=[CH2:3].[H-]. (7) Given the product [ClH:26].[ClH:26].[CH3:1][NH:2][CH:3]1[CH2:8][CH2:7][CH2:6][CH:5]([C:9]2[C:17]3[C:12](=[CH:13][CH:14]=[C:15]([NH:18][C:19]([C:21]4[S:22][CH:23]=[CH:24][CH:25]=4)=[NH:20])[CH:16]=3)[NH:11][CH:10]=2)[CH2:4]1, predict the reactants needed to synthesize it. The reactants are: [CH3:1][NH:2][CH:3]1[CH2:8][CH2:7][CH2:6][CH:5]([C:9]2[C:17]3[C:12](=[CH:13][CH:14]=[C:15]([NH:18][C:19]([C:21]4[S:22][CH:23]=[CH:24][CH:25]=4)=[NH:20])[CH:16]=3)[NH:11][CH:10]=2)[CH2:4]1.[ClH:26].